Dataset: Peptide-MHC class I binding affinity with 185,985 pairs from IEDB/IMGT. Task: Regression. Given a peptide amino acid sequence and an MHC pseudo amino acid sequence, predict their binding affinity value. This is MHC class I binding data. (1) The peptide sequence is VLDMGDPVK. The MHC is HLA-B07:02 with pseudo-sequence HLA-B07:02. The binding affinity (normalized) is 0.0847. (2) The peptide sequence is AEFKYIAAV. The MHC is HLA-A31:01 with pseudo-sequence HLA-A31:01. The binding affinity (normalized) is 0. (3) The peptide sequence is RQGPTAFEF. The MHC is Mamu-B3901 with pseudo-sequence Mamu-B3901. The binding affinity (normalized) is 0.607. (4) The peptide sequence is PFVQWFVGL. The MHC is HLA-A24:02 with pseudo-sequence HLA-A24:02. The binding affinity (normalized) is 0. (5) The peptide sequence is APRELLQYI. The MHC is HLA-B08:01 with pseudo-sequence HLA-B08:01. The binding affinity (normalized) is 0.0847. (6) The peptide sequence is NFLKEQHCQK. The MHC is HLA-A03:01 with pseudo-sequence HLA-A03:01. The binding affinity (normalized) is 0.178. (7) The peptide sequence is EFKQILTDF. The binding affinity (normalized) is 0.0847. The MHC is HLA-A30:01 with pseudo-sequence HLA-A30:01. (8) The peptide sequence is SCRVKLSAL. The MHC is HLA-A02:16 with pseudo-sequence HLA-A02:16. The binding affinity (normalized) is 0.0847. (9) The peptide sequence is MLNRYKLIY. The MHC is HLA-A30:01 with pseudo-sequence HLA-A30:01. The binding affinity (normalized) is 0.213. (10) The MHC is HLA-A02:06 with pseudo-sequence HLA-A02:06. The peptide sequence is FANCNFTLV. The binding affinity (normalized) is 0.930.